From a dataset of NCI-60 drug combinations with 297,098 pairs across 59 cell lines. Regression. Given two drug SMILES strings and cell line genomic features, predict the synergy score measuring deviation from expected non-interaction effect. (1) Drug 1: C1CCN(CC1)CCOC2=CC=C(C=C2)C(=O)C3=C(SC4=C3C=CC(=C4)O)C5=CC=C(C=C5)O. Drug 2: C1=CC(=C2C(=C1NCCNCCO)C(=O)C3=C(C=CC(=C3C2=O)O)O)NCCNCCO. Cell line: SNB-75. Synergy scores: CSS=51.9, Synergy_ZIP=3.54, Synergy_Bliss=1.75, Synergy_Loewe=-17.5, Synergy_HSA=2.35. (2) Synergy scores: CSS=66.7, Synergy_ZIP=3.59, Synergy_Bliss=4.02, Synergy_Loewe=-52.1, Synergy_HSA=3.28. Cell line: OVCAR3. Drug 1: CCC1(CC2CC(C3=C(CCN(C2)C1)C4=CC=CC=C4N3)(C5=C(C=C6C(=C5)C78CCN9C7C(C=CC9)(C(C(C8N6C=O)(C(=O)OC)O)OC(=O)C)CC)OC)C(=O)OC)O.OS(=O)(=O)O. Drug 2: CCC(=C(C1=CC=CC=C1)C2=CC=C(C=C2)OCCN(C)C)C3=CC=CC=C3.C(C(=O)O)C(CC(=O)O)(C(=O)O)O. (3) Drug 1: CC12CCC(CC1=CCC3C2CCC4(C3CC=C4C5=CN=CC=C5)C)O. Drug 2: CN(CCCl)CCCl.Cl. Cell line: EKVX. Synergy scores: CSS=-0.482, Synergy_ZIP=-1.11, Synergy_Bliss=-2.34, Synergy_Loewe=-3.92, Synergy_HSA=-4.21. (4) Drug 1: CC1=C(C(CCC1)(C)C)C=CC(=CC=CC(=CC(=O)O)C)C. Drug 2: CC1=C(C=C(C=C1)NC(=O)C2=CC=C(C=C2)CN3CCN(CC3)C)NC4=NC=CC(=N4)C5=CN=CC=C5. Cell line: OVCAR-5. Synergy scores: CSS=4.82, Synergy_ZIP=-1.24, Synergy_Bliss=1.58, Synergy_Loewe=-0.980, Synergy_HSA=0.400.